Predict the product of the given reaction. From a dataset of Forward reaction prediction with 1.9M reactions from USPTO patents (1976-2016). (1) Given the reactants [N:1]1[CH:6]=[CH:5][CH:4]=[CH:3][C:2]=1[CH2:7][OH:8].[H-].[Na+].Cl[C:12]1[CH:33]=[CH:32][C:15]([C:16]([NH:18][C:19]2[CH:24]=[C:23]([C:25]([NH:27][CH:28]3[CH2:30][CH2:29]3)=[O:26])[CH:22]=[CH:21][C:20]=2[CH3:31])=[O:17])=[CH:14][N:13]=1.C(OCC)(=O)C, predict the reaction product. The product is: [CH:28]1([NH:27][C:25]([C:23]2[CH:22]=[CH:21][C:20]([CH3:31])=[C:19]([NH:18][C:16](=[O:17])[C:15]3[CH:32]=[CH:33][C:12]([O:8][CH2:7][C:2]4[CH:3]=[CH:4][CH:5]=[CH:6][N:1]=4)=[N:13][CH:14]=3)[CH:24]=2)=[O:26])[CH2:30][CH2:29]1. (2) Given the reactants [NH:1]([C:3]1[N:8]=[CH:7][N:6]=[C:5]2[N:9]([C:12]3[CH:17]=[CH:16][CH:15]=[CH:14][CH:13]=3)[N:10]=[CH:11][C:4]=12)[NH2:2].[C:18]([NH:21][C:22]1[CH:29]=[CH:28][C:25]([CH:26]=O)=[CH:24][CH:23]=1)(=[O:20])[CH3:19], predict the reaction product. The product is: [C:12]1([N:9]2[C:5]3=[N:6][CH:7]=[N:8][C:3]([NH:1][N:2]=[CH:26][C:25]4[CH:24]=[CH:23][C:22]([NH:21][C:18](=[O:20])[CH3:19])=[CH:29][CH:28]=4)=[C:4]3[CH:11]=[N:10]2)[CH:17]=[CH:16][CH:15]=[CH:14][CH:13]=1. (3) Given the reactants [F:1][C:2]([C:5]1[O:9][C:8]([CH2:10][N:11]2[CH:15]=[CH:14][C:13]([NH2:16])=[N:12]2)=[CH:7][CH:6]=1)([F:4])[CH3:3].[CH3:17][O:18][C:19]1[CH:20]=[C:21](/[CH:25]=[CH:26]/[C:27](O)=[O:28])[CH:22]=[CH:23][CH:24]=1, predict the reaction product. The product is: [F:4][C:2]([C:5]1[O:9][C:8]([CH2:10][N:11]2[CH:15]=[CH:14][C:13]([NH:16][C:27](=[O:28])/[CH:26]=[CH:25]/[C:21]3[CH:22]=[CH:23][CH:24]=[C:19]([O:18][CH3:17])[CH:20]=3)=[N:12]2)=[CH:7][CH:6]=1)([F:1])[CH3:3]. (4) Given the reactants Br[C:2]1[S:6][C:5]([NH:7][C:8]([NH:10][C:11]2[C:16]([Cl:17])=[CH:15][CH:14]=[CH:13][C:12]=2[Cl:18])=[O:9])=[C:4]([C:19]([O:21][C:22]([CH3:25])([CH3:24])[CH3:23])=[O:20])[CH:3]=1.[F:26][C:27]1[CH:32]=[CH:31][C:30](B(O)O)=[CH:29][CH:28]=1.C([O-])([O-])=O.[Na+].[Na+], predict the reaction product. The product is: [Cl:18][C:12]1[CH:13]=[CH:14][CH:15]=[C:16]([Cl:17])[C:11]=1[NH:10][C:8]([NH:7][C:5]1[S:6][C:2]([C:30]2[CH:31]=[CH:32][C:27]([F:26])=[CH:28][CH:29]=2)=[CH:3][C:4]=1[C:19]([O:21][C:22]([CH3:25])([CH3:24])[CH3:23])=[O:20])=[O:9].